Dataset: Catalyst prediction with 721,799 reactions and 888 catalyst types from USPTO. Task: Predict which catalyst facilitates the given reaction. (1) Reactant: [NH:1]1[C:9]2[C:4](=[CH:5][CH:6]=[CH:7][CH:8]=2)[CH2:3][C:2]1=[O:10].[CH:11]([C:13]1[NH:17][C:16]2[CH2:18][CH2:19][CH2:20][CH2:21][CH2:22][C:15]=2[C:14]=1[CH2:23][CH2:24][C:25]([OH:27])=[O:26])=O.N1CCCCC1. Product: [O:10]=[C:2]1[NH:1][C:9]2[C:4](/[C:3]/1=[CH:11]/[C:13]1[NH:17][C:16]3[CH2:18][CH2:19][CH2:20][CH2:21][CH2:22][C:15]=3[C:14]=1[CH2:23][CH2:24][C:25]([OH:27])=[O:26])=[CH:5][CH:6]=[CH:7][CH:8]=2. The catalyst class is: 8. (2) Product: [Br:8][C:4]1[CH:5]=[CH:6][CH:7]=[C:2]([C:27]([CH:24]2[CH2:25][CH2:26][N:21]([CH3:20])[CH2:22][CH2:23]2)=[O:28])[N:3]=1. The catalyst class is: 4. Reactant: Br[C:2]1[CH:7]=[CH:6][CH:5]=[C:4]([Br:8])[N:3]=1.C([Li])CCC.CCCCCC.[CH3:20][N:21]1[CH2:26][CH2:25][CH:24]([C:27](N(C)OC)=[O:28])[CH2:23][CH2:22]1.[OH-].[Na+]. (3) Reactant: [Si:1]([O:8][C@H:9]1[CH2:14][CH2:13][C@H:12]([CH:15]([C:24](O)=[O:25])[C:16](O)([CH:20]([CH3:22])[CH3:21])[C:17]([OH:19])=[O:18])[CH2:11][CH2:10]1)([C:4]([CH3:7])([CH3:6])[CH3:5])([CH3:3])[CH3:2].CCCCCC.C(OCC)(=O)C. Product: [Si:1]([O:8][C@H:9]1[CH2:14][CH2:13][C@H:12]([C:15]2[C:24]([O:18][C:17](=[O:19])[C:16]=2[CH:20]([CH3:21])[CH3:22])=[O:25])[CH2:11][CH2:10]1)([C:4]([CH3:5])([CH3:6])[CH3:7])([CH3:3])[CH3:2]. The catalyst class is: 152. (4) Reactant: [Si]([O:8][CH2:9][CH2:10][O:11][C@:12]([C@@H:21]1[CH2:26][CH2:25][CH2:24][N:23]([C:27]([O:29][C:30]([CH3:33])([CH3:32])[CH3:31])=[O:28])[CH2:22]1)([C:14]1[CH:19]=[CH:18][CH:17]=[C:16]([Cl:20])[CH:15]=1)[CH3:13])(C(C)(C)C)(C)C.[F-].C([N+](CC)(CC)CC)C. Product: [Cl:20][C:16]1[CH:15]=[C:14]([C@@:12]([C@@H:21]2[CH2:26][CH2:25][CH2:24][N:23]([C:27]([O:29][C:30]([CH3:33])([CH3:32])[CH3:31])=[O:28])[CH2:22]2)([O:11][CH2:10][CH2:9][OH:8])[CH3:13])[CH:19]=[CH:18][CH:17]=1. The catalyst class is: 23.